This data is from Forward reaction prediction with 1.9M reactions from USPTO patents (1976-2016). The task is: Predict the product of the given reaction. Given the reactants [F:1][C:2]([F:12])([F:11])[CH2:3][CH2:4][CH:5]1[CH2:9][CH2:8][NH:7][C:6]1=[O:10].[H-].[Na+].Cl[CH2:16][C:17]([N:19]([C:22]1[C:23]([Cl:33])=[N:24][N:25]([C:27]2[CH:28]=[N:29][CH:30]=[CH:31][CH:32]=2)[CH:26]=1)[CH2:20][CH3:21])=[O:18], predict the reaction product. The product is: [Cl:33][C:23]1[C:22]([N:19]([CH2:20][CH3:21])[C:17](=[O:18])[CH2:16][N:7]2[CH2:8][CH2:9][CH:5]([CH2:4][CH2:3][C:2]([F:1])([F:11])[F:12])[C:6]2=[O:10])=[CH:26][N:25]([C:27]2[CH:28]=[N:29][CH:30]=[CH:31][CH:32]=2)[N:24]=1.